From a dataset of Forward reaction prediction with 1.9M reactions from USPTO patents (1976-2016). Predict the product of the given reaction. (1) The product is: [Br:26][C:13]1[C:11]2[N:12]=[C:8]([NH2:7])[S:9][C:10]=2[CH:16]=[C:15]([CH2:17][C:19]2[CH:24]=[CH:23][C:22]([F:25])=[CH:21][CH:20]=2)[CH:14]=1. Given the reactants C(OC(=O)[NH:7][C:8]1[S:9][C:10]2[CH:16]=[C:15]([CH:17]([C:19]3[CH:24]=[CH:23][C:22]([F:25])=[CH:21][CH:20]=3)O)[CH:14]=[C:13]([Br:26])[C:11]=2[N:12]=1)(C)(C)C.[SiH](CC)(CC)CC, predict the reaction product. (2) Given the reactants [CH2:1]1[O:7][C@H:6]([CH2:8][OH:9])[C@H:4]([OH:5])[CH:3]=[CH:2]1.[Si:10](Cl)([C:23]([CH3:26])([CH3:25])[CH3:24])([C:17]1[CH:22]=[CH:21][CH:20]=[CH:19][CH:18]=1)[C:11]1[CH:16]=[CH:15][CH:14]=[CH:13][CH:12]=1.O, predict the reaction product. The product is: [Si:10]([O:9][CH2:8][C@H:6]1[O:7][CH2:1][CH2:2][CH2:3][C@H:4]1[OH:5])([C:23]([CH3:26])([CH3:25])[CH3:24])([C:17]1[CH:18]=[CH:19][CH:20]=[CH:21][CH:22]=1)[C:11]1[CH:16]=[CH:15][CH:14]=[CH:13][CH:12]=1.